From a dataset of M1 muscarinic receptor antagonist screen with 61,756 compounds. Binary Classification. Given a drug SMILES string, predict its activity (active/inactive) in a high-throughput screening assay against a specified biological target. The molecule is O(CC(=O)c1c(cc(c(c1)C)C)C)C(=O)CCNC(=O)C. The result is 0 (inactive).